This data is from Catalyst prediction with 721,799 reactions and 888 catalyst types from USPTO. The task is: Predict which catalyst facilitates the given reaction. Reactant: [OH:1][C:2]1[CH:7]=[CH:6][CH:5]=[CH:4][C:3]=1[S:8][C:9]1[CH:14]=[CH:13][C:12]([N:15]2[CH:19]=[C:18]([NH:20][C:21]([NH2:23])=[O:22])[C:17]([C:24](=[O:26])[NH2:25])=[N:16]2)=[CH:11][CH:10]=1.[OH:27]O. Product: [OH:1][C:2]1[CH:7]=[CH:6][CH:5]=[CH:4][C:3]=1[S:8]([C:9]1[CH:10]=[CH:11][C:12]([N:15]2[CH:19]=[C:18]([NH:20][C:21]([NH2:23])=[O:22])[C:17]([C:24](=[O:26])[NH2:25])=[N:16]2)=[CH:13][CH:14]=1)=[O:27]. The catalyst class is: 15.